Dataset: Catalyst prediction with 721,799 reactions and 888 catalyst types from USPTO. Task: Predict which catalyst facilitates the given reaction. (1) Reactant: [F:1][C:2]1[CH:3]=[C:4]([NH:8][C:9]2[N:14]=[C:13](O)[C:12]([C:16]#[C:17][CH2:18][CH2:19][CH2:20][N:21]3[C:29](=[O:30])[C:28]4[C:23](=[CH:24][CH:25]=[CH:26][CH:27]=4)[C:22]3=[O:31])=[CH:11][N:10]=2)[CH:5]=[CH:6][CH:7]=1.P(Cl)(Cl)([Cl:34])=O. Product: [Cl:34][C:13]1[C:12]([C:16]#[C:17][CH2:18][CH2:19][CH2:20][N:21]2[C:29](=[O:30])[C:28]3[C:23](=[CH:24][CH:25]=[CH:26][CH:27]=3)[C:22]2=[O:31])=[CH:11][N:10]=[C:9]([NH:8][C:4]2[CH:5]=[CH:6][CH:7]=[C:2]([F:1])[CH:3]=2)[N:14]=1. The catalyst class is: 13. (2) Reactant: O.C1(C)C=CC(S(O)(=O)=O)=CC=1.[CH2:13]([OH:16])[CH2:14][OH:15].[C:17]([C:20]1[CH:25]=[C:24]([Cl:26])[N:23]=[CH:22][C:21]=1[NH:27]C(=O)OC(C)(C)C)(=O)[CH3:18]. Product: [Cl:26][C:24]1[N:23]=[CH:22][C:21]([NH2:27])=[C:20]([C:17]2([CH3:18])[O:16][CH2:13][CH2:14][O:15]2)[CH:25]=1. The catalyst class is: 133. (3) Reactant: [O:1]1[C:6]2[CH:7]=[CH:8][C:9]([CH2:11][NH:12][CH:13]3[CH2:18][CH2:17][N:16]([CH2:19][CH2:20][N:21]4[C:30]5[C:25](=[C:26]([O:31][CH2:32][C:33]([O:35][CH2:36][CH3:37])=[O:34])[CH:27]=[CH:28][CH:29]=5)[CH:24]=[CH:23][C:22]4=[O:38])[CH2:15][CH2:14]3)=[CH:10][C:5]=2[O:4][CH2:3][CH2:2]1.[ClH:39].C(OCC)(=O)C. Product: [ClH:39].[O:1]1[C:6]2[CH:7]=[CH:8][C:9]([CH2:11][NH:12][CH:13]3[CH2:14][CH2:15][N:16]([CH2:19][CH2:20][N:21]4[C:30]5[C:25](=[C:26]([O:31][CH2:32][C:33]([O:35][CH2:36][CH3:37])=[O:34])[CH:27]=[CH:28][CH:29]=5)[CH:24]=[CH:23][C:22]4=[O:38])[CH2:17][CH2:18]3)=[CH:10][C:5]=2[O:4][CH2:3][CH2:2]1. The catalyst class is: 13.